This data is from Forward reaction prediction with 1.9M reactions from USPTO patents (1976-2016). The task is: Predict the product of the given reaction. Given the reactants C1C2C(COC([NH:18][C@H:19]([C:28]([N:30]([C@@H:42]([CH3:50])[CH:43]([O:47][CH2:48][CH3:49])[O:44][CH2:45][CH3:46])[CH2:31][C:32]3[CH:33]=[CH:34][CH:35]=[C:36]4[C:41]=3[N:40]=[CH:39][CH:38]=[CH:37]4)=[O:29])[CH2:20][C:21]([O:23][C:24]([CH3:27])([CH3:26])[CH3:25])=[O:22])=O)C3C(=CC=CC=3)C=2C=CC=1.N1CCCCC1.CC(=O)OCC.CO, predict the reaction product. The product is: [NH2:18][C@H:19]([C:28]([N:30]([C@@H:42]([CH3:50])[CH:43]([O:47][CH2:48][CH3:49])[O:44][CH2:45][CH3:46])[CH2:31][C:32]1[CH:33]=[CH:34][CH:35]=[C:36]2[C:41]=1[N:40]=[CH:39][CH:38]=[CH:37]2)=[O:29])[CH2:20][C:21]([O:23][C:24]([CH3:25])([CH3:27])[CH3:26])=[O:22].